This data is from Reaction yield outcomes from USPTO patents with 853,638 reactions. The task is: Predict the reaction yield, written as a fraction of the theoretical maximum amount of product (1.0 means a 100% yield; for example, 0.34 means a 34% yield). The reactants are Cl[C:2]1[N:3]=[CH:4][C:5]2[CH:10]=[C:9]([C:11]3[CH:16]=[CH:15][CH:14]=[CH:13][C:12]=3[Cl:17])[N:8]([CH2:18][C@@H:19]3[CH2:24][CH2:23][CH2:22][N:21]([C:25]([O:27][C:28]([CH3:31])([CH3:30])[CH3:29])=[O:26])[CH2:20]3)[C:6]=2[N:7]=1.[OH:32][C:33]1[CH:40]=[CH:39][C:36]([CH2:37][NH2:38])=[CH:35][CH:34]=1.CCN(C(C)C)C(C)C. The catalyst is CN1C(=O)CCC1.C(Cl)Cl. The product is [Cl:17][C:12]1[CH:13]=[CH:14][CH:15]=[CH:16][C:11]=1[C:9]1[N:8]([CH2:18][C@@H:19]2[CH2:24][CH2:23][CH2:22][N:21]([C:25]([O:27][C:28]([CH3:29])([CH3:31])[CH3:30])=[O:26])[CH2:20]2)[C:6]2[N:7]=[C:2]([NH:38][CH2:37][C:36]3[CH:39]=[CH:40][C:33]([OH:32])=[CH:34][CH:35]=3)[N:3]=[CH:4][C:5]=2[CH:10]=1. The yield is 0.660.